Dataset: Reaction yield outcomes from USPTO patents with 853,638 reactions. Task: Predict the reaction yield, written as a fraction of the theoretical maximum amount of product (1.0 means a 100% yield; for example, 0.34 means a 34% yield). (1) The reactants are Cl[CH2:2][C:3]([O:5][CH3:6])=[O:4].[NH2:7][C:8]1[N:9]([C:14]2[C:23]3[C:18](=[CH:19][CH:20]=[CH:21][CH:22]=3)[C:17]([CH:24]3[CH2:26][CH2:25]3)=[CH:16][CH:15]=2)[C:10]([SH:13])=[N:11][N:12]=1.C(=O)([O-])[O-].[K+].[K+]. The catalyst is CN(C=O)C. The product is [NH2:7][C:8]1[N:9]([C:14]2[C:23]3[C:18](=[CH:19][CH:20]=[CH:21][CH:22]=3)[C:17]([CH:24]3[CH2:26][CH2:25]3)=[CH:16][CH:15]=2)[C:10]([S:13][CH2:2][C:3]([O:5][CH3:6])=[O:4])=[N:11][N:12]=1. The yield is 0.800. (2) The yield is 0.690. The catalyst is CN1C(=O)CCC1.CCOC(C)=O.O. The product is [NH2:15][C:14]1[O:22][C:21]([C:20]2[C:19]([F:18])=[CH:27][CH:26]=[CH:25][C:24]=2[F:28])=[N:12][C:13]=1[C:16]#[N:17]. The reactants are C1(C)C=CC(S(O)(=O)=O)=CC=1.[NH2:12][CH:13]([C:16]#[N:17])[C:14]#[N:15].[F:18][C:19]1[CH:27]=[CH:26][CH:25]=[C:24]([F:28])[C:20]=1[C:21](Cl)=[O:22].